Dataset: Forward reaction prediction with 1.9M reactions from USPTO patents (1976-2016). Task: Predict the product of the given reaction. (1) Given the reactants [Cl:1][CH2:2][CH2:3][CH2:4][S:5]([O:8][CH2:9][C:10]([CH3:24])([CH3:23])[C@@H:11]([O:15][Si:16]([CH3:22])([CH3:21])[C:17]([CH3:20])([CH3:19])[CH3:18])[C:12]([OH:14])=[O:13])(=[O:7])=[O:6].[C:25]([O:33][CH:34](Cl)[CH3:35])(=[O:32])[C:26]1[CH:31]=[CH:30][CH:29]=[CH:28][CH:27]=1, predict the reaction product. The product is: [Cl:1][CH2:2][CH2:3][CH2:4][S:5]([O:8][CH2:9][C:10]([CH3:24])([CH3:23])[C@@H:11]([O:15][Si:16]([CH3:22])([CH3:21])[C:17]([CH3:19])([CH3:18])[CH3:20])[C:12]([O:14][CH2:35][CH2:34][O:33][C:25](=[O:32])[C:26]1[CH:31]=[CH:30][CH:29]=[CH:28][CH:27]=1)=[O:13])(=[O:7])=[O:6]. (2) The product is: [NH2:8][C@H:9]([CH2:15][CH:16]1[CH2:17][CH2:18][CH2:19][CH2:20][CH2:21]1)[CH:10]([OH:14])[C:11]([NH:31][O:30][CH2:23][C:24]1[CH:29]=[CH:28][CH:27]=[CH:26][CH:25]=1)=[O:13]. Given the reactants C(OC([NH:8][C@H:9]([CH2:15][CH:16]1[CH2:21][CH2:20][CH2:19][CH2:18][CH2:17]1)[CH:10]([OH:14])[C:11]([OH:13])=O)=O)(C)(C)C.Cl.[CH2:23]([O:30][NH2:31])[C:24]1[CH:29]=[CH:28][CH:27]=[CH:26][CH:25]=1.Cl.CN(C)CCCN=C=NCC.ON1C2C=CC=CC=2N=N1.CN1CCOCC1, predict the reaction product.